Dataset: Full USPTO retrosynthesis dataset with 1.9M reactions from patents (1976-2016). Task: Predict the reactants needed to synthesize the given product. (1) Given the product [N:1]1[C:10]2[C:5](=[C:6]([NH:11][C:19](=[O:20])[CH2:18][CH2:17][CH:12]3[CH2:16][CH2:15][CH2:14][CH2:13]3)[CH:7]=[CH:8][CH:9]=2)[CH:4]=[CH:3][CH:2]=1, predict the reactants needed to synthesize it. The reactants are: [N:1]1[C:10]2[CH:9]=[CH:8][CH:7]=[C:6]([NH2:11])[C:5]=2[CH:4]=[CH:3][CH:2]=1.[CH:12]1([CH2:17][CH2:18][C:19](O)=[O:20])[CH2:16][CH2:15][CH2:14][CH2:13]1. (2) Given the product [CH2:1]([CH:4]([C@@H:6]([C@H:8]([C@@H:10]([C@@H:12]([CH2:14][OH:15])[OH:13])[OH:11])[OH:9])[OH:7])[OH:5])[CH2:2][CH3:3], predict the reactants needed to synthesize it. The reactants are: [CH2:1]([CH:4]([C@@H:6]([C@H:8]([C@@H:10]([C@@H:12]([CH2:14][OH:15])[OH:13])[OH:11])[OH:9])[OH:7])[OH:5])[CH:2]=[CH2:3].[H][H]. (3) Given the product [CH3:21][O:22][C:23](=[O:31])[C:24]1[CH:29]=[CH:28][CH:27]=[CH:26][C:25]=1[NH:14][C:13]1[N:9]([C:3]2[CH:4]=[CH:5][C:6]([F:8])=[CH:7][C:2]=2[F:1])[N:10]=[C:11]([CH3:15])[CH:12]=1, predict the reactants needed to synthesize it. The reactants are: [F:1][C:2]1[CH:7]=[C:6]([F:8])[CH:5]=[CH:4][C:3]=1[N:9]1[C:13]([NH2:14])=[CH:12][C:11]([CH3:15])=[N:10]1.CCOCC.[CH3:21][O:22][C:23](=[O:31])[C:24]1[CH:29]=[CH:28][CH:27]=[CH:26][C:25]=1Br.C(=O)([O-])[O-].[Cs+].[Cs+]. (4) Given the product [Cl:38][C:10]1[CH:11]=[C:12]([O:16][C:17]2[CH:22]=[CH:21][N:20]=[CH:19][C:18]=2[C:23]([N:25]2[C:34]3[C:29](=[CH:30][CH:31]=[CH:32][CH:33]=3)[N:28]([CH:35]3[CH2:37][CH2:36]3)[CH2:27][CH2:26]2)=[O:24])[C:13]([Cl:15])=[CH:14][C:9]=1[C:8]([NH:7][CH2:6][CH2:5][C:4]([OH:40])=[O:3])=[O:39], predict the reactants needed to synthesize it. The reactants are: C([O:3][C:4](=[O:40])[CH2:5][CH2:6][NH:7][C:8](=[O:39])[C:9]1[CH:14]=[C:13]([Cl:15])[C:12]([O:16][C:17]2[CH:22]=[CH:21][N:20]=[CH:19][C:18]=2[C:23]([N:25]2[C:34]3[C:29](=[CH:30][CH:31]=[CH:32][CH:33]=3)[N:28]([CH:35]3[CH2:37][CH2:36]3)[CH2:27][CH2:26]2)=[O:24])=[CH:11][C:10]=1[Cl:38])C.O.O.[OH-].[Li+]. (5) The reactants are: [Cl:1][C:2]1[CH:30]=[CH:29][C:5]([CH2:6][NH:7][C:8]([C:10]2[CH:11]=[N:12][C:13]3[C:18]([C:19]=2[OH:20])=[CH:17][C:16]([CH2:21][N:22]2[CH2:27][CH2:26][O:25][CH2:24][CH2:23]2)=[CH:15][C:14]=3I)=[O:9])=[CH:4][CH:3]=1.[CH2:31]([OH:34])[C:32]#[CH:33]. Given the product [Cl:1][C:2]1[CH:30]=[CH:29][C:5]([CH2:6][NH:7][C:8]([C:10]2[C:19](=[O:20])[C:18]3[C:13]4=[C:14]([CH:33]=[C:32]([CH2:31][OH:34])[N:12]4[CH:11]=2)[CH:15]=[C:16]([CH2:21][N:22]2[CH2:27][CH2:26][O:25][CH2:24][CH2:23]2)[CH:17]=3)=[O:9])=[CH:4][CH:3]=1, predict the reactants needed to synthesize it. (6) The reactants are: [CH2:1]([O:8][C:9]1[CH:10]=[C:11]([CH2:15][NH2:16])[CH:12]=[CH:13][CH:14]=1)[C:2]1[CH:7]=[CH:6][CH:5]=[CH:4][CH:3]=1.[CH2:17]([O:19][C:20](=[O:23])[CH2:21]Br)[CH3:18].C([O-])(O)=O.[Na+].C(N(CC)CC)C. Given the product [CH2:17]([O:19][C:20](=[O:23])[CH2:21][NH:16][CH2:15][C:11]1[CH:12]=[CH:13][CH:14]=[C:9]([O:8][CH2:1][C:2]2[CH:3]=[CH:4][CH:5]=[CH:6][CH:7]=2)[CH:10]=1)[CH3:18], predict the reactants needed to synthesize it. (7) Given the product [Br:6][C:7]1[CH:13]=[CH:12][C:10]([CH:26]=[CH:25][C:24]([OH:28])=[O:27])=[C:9]([F:14])[CH:8]=1, predict the reactants needed to synthesize it. The reactants are: S(=O)(=O)(O)O.[Br:6][C:7]1[CH:13]=[CH:12][C:10](N)=[C:9]([F:14])[CH:8]=1.N([O-])=O.[Na+].NS(O)(=O)=O.[C:24]([OH:28])(=[O:27])[CH:25]=[CH2:26]. (8) Given the product [O:8]1[CH:9]=[CH:10][CH:11]=[C:7]1[C:5]1[N:6]=[C:2]([NH:1][C:20]([C:21]2[CH:22]=[N:23][CH:24]=[CH:25][CH:26]=2)=[O:27])[S:3][C:4]=1[CH2:12][N:13]1[CH2:14][CH2:15][O:16][CH2:17][CH2:18]1, predict the reactants needed to synthesize it. The reactants are: [NH2:1][C:2]1[S:3][C:4]([CH2:12][N:13]2[CH2:18][CH2:17][O:16][CH2:15][CH2:14]2)=[C:5]([C:7]2[O:8][CH:9]=[CH:10][CH:11]=2)[N:6]=1.Cl.[C:20](Cl)(=[O:27])[C:21]1[CH:26]=[CH:25][CH:24]=[N:23][CH:22]=1.C(N(CC)CC)C.C(=O)([O-])O.[Na+]. (9) Given the product [C:1]([S:9][CH2:10][CH2:11][C:12]([NH:14][C@@H:15]([C:17]([OH:19])=[O:18])[CH3:16])=[O:13])(=[O:8])[C:2]1[CH:3]=[CH:4][CH:5]=[CH:6][CH:7]=1, predict the reactants needed to synthesize it. The reactants are: [C:1]([S:9][CH2:10][CH2:11][C:12]([NH:14][C@H:15]([C:17]([OH:19])=[O:18])[CH3:16])=[O:13])(=[O:8])[C:2]1[CH:7]=[CH:6][CH:5]=[CH:4][CH:3]=1.N[C@H](C(O)=O)C.N[C@@H](C(O)=O)C.